The task is: Predict which catalyst facilitates the given reaction.. This data is from Catalyst prediction with 721,799 reactions and 888 catalyst types from USPTO. (1) The catalyst class is: 11. Reactant: [NH2:1][C:2]1=[N:3][C:4](=[O:30])[N:5]([CH3:29])/[C:6]/1=[CH:7]/[CH:8]1[CH2:13][CH2:12][N:11]([CH2:14][C:15]2[CH:20]=[CH:19][C:18]([C:21]([F:24])([F:23])[F:22])=[CH:17][C:16]=2[C:25]([F:28])([F:27])[F:26])[CH2:10][CH2:9]1.[CH2:31](N)[C:32]#[CH:33]. Product: [F:27][C:25]([F:26])([F:28])[C:16]1[CH:17]=[C:18]([C:21]([F:22])([F:23])[F:24])[CH:19]=[CH:20][C:15]=1[CH2:14][N:11]1[CH2:12][CH2:13][CH:8](/[CH:7]=[C:6]2\[C:2]([NH:1][CH2:33][C:32]#[CH:31])=[N:3][C:4](=[O:30])[N:5]\2[CH3:29])[CH2:9][CH2:10]1. (2) Reactant: [N:1]12[CH2:6][CH:5]1[CH2:4][CH2:3][S:2]2(=[O:8])=[O:7].[OH2:9].[C:10]1(C)C=CC(S(O)(=O)=O)=CC=1. Product: [CH3:10][O:9][CH:5]1[CH2:4][CH2:3][S:2](=[O:8])(=[O:7])[NH:1][CH2:6]1. The catalyst class is: 5. (3) Reactant: Br[C:2]1[N:7]2[N:8]=[C:9]([NH:11][C:12]3[CH:19]=[CH:18][C:15]([C:16]#[N:17])=[CH:14][CH:13]=3)[N:10]=[C:6]2[CH:5]=[CH:4][CH:3]=1.BrC1N2N=C(N)N=C2C=CC=1.IC1C=CC(C#N)=CC=1.C(=O)([O-])[O-:41].[Cs+].[Cs+].C1(P(C2C=CC=CC=2)[C:53]2[C:66]3[O:65]C4C(=CC=CC=4P(C4C=CC=CC=4)C4C=CC=CC=4)C(C)(C)[C:57]=3[CH:56]=[CH:55][CH:54]=2)C=CC=CC=1.O.[Cl-].[Na+].O. Product: [OH:65][C:66]1[CH:53]=[C:54]([C:2]2[N:7]3[N:8]=[C:9]([NH:11][C:12]4[CH:19]=[CH:18][C:15]([C:16]([NH2:17])=[O:41])=[CH:14][CH:13]=4)[N:10]=[C:6]3[CH:5]=[CH:4][CH:3]=2)[CH:55]=[CH:56][CH:57]=1. The catalyst class is: 12. (4) Reactant: [F:1][C:2]([F:13])([F:12])[C:3]1[C:11]2[CH2:10][CH2:9][CH2:8][CH2:7][C:6]=2[NH:5][N:4]=1.CC(C)([O-])C.[K+].CN(C=O)C.Br[CH2:26][CH2:27][CH2:28][CH2:29][C:30]([O:32][CH3:33])=[O:31]. Product: [F:13][C:2]([F:1])([F:12])[C:3]1[C:11]2[CH2:10][CH2:9][CH2:8][CH2:7][C:6]=2[N:5]([CH2:26][CH2:27][CH2:28][CH2:29][C:30]([O:32][CH3:33])=[O:31])[N:4]=1. The catalyst class is: 6. (5) Reactant: [CH:1]([O:4][N:5]1C(=O)C2C(=CC=CC=2)C1=O)([CH3:3])[CH3:2].NN.[CH3:18][O:19][C:20]1[CH:25]=[CH:24][C:23]([S:26](Cl)(=[O:28])=[O:27])=[CH:22][CH:21]=1.C(N(CC)C(C)C)(C)C. Product: [CH:1]([O:4][NH:5][S:26]([C:23]1[CH:24]=[CH:25][C:20]([O:19][CH3:18])=[CH:21][CH:22]=1)(=[O:28])=[O:27])([CH3:3])[CH3:2]. The catalyst class is: 217. (6) Reactant: [NH:1]1[CH:5]=[CH:4][N:3]=[CH:2]1.C([O-])([O-])=O.[Cs+].[Cs+].I[C:13]1[S:21][C:20]2[C:19]([C:22]#[N:23])=[CH:18][N:17]=[C:16]([NH:24][CH2:25][C:26]3[CH:31]=[CH:30][C:29]([O:32][CH3:33])=[CH:28][CH:27]=3)[C:15]=2[CH:14]=1. Product: [N:1]1([C:13]2[S:21][C:20]3[C:19]([C:22]#[N:23])=[CH:18][N:17]=[C:16]([NH:24][CH2:25][C:26]4[CH:31]=[CH:30][C:29]([O:32][CH3:33])=[CH:28][CH:27]=4)[C:15]=3[CH:14]=2)[CH:5]=[CH:4][N:3]=[CH:2]1. The catalyst class is: 321. (7) Reactant: [CH:1]1[C:6]2([CH2:11][CH2:10][CH2:9][CH2:8][CH2:7]2)[CH2:5][CH2:4][C:3](=[O:12])[CH:2]=1.[H][H]. Product: [CH2:5]1[C:6]2([CH2:11][CH2:10][CH2:9][CH2:8][CH2:7]2)[CH2:1][CH2:2][C:3](=[O:12])[CH2:4]1. The catalyst class is: 457. (8) Reactant: [NH2:1][C:2]1[CH:10]=[CH:9][C:5]([C:6]([OH:8])=O)=[CH:4][C:3]=1[O:11][CH2:12][CH3:13].CN(C(ON1N=[N:29][C:24]2[CH:25]=[CH:26][CH:27]=[N:28][C:23]1=2)=[N+](C)C)C.F[P-](F)(F)(F)(F)F.Cl.Cl.CN1CC[C@@H](N)C1.C(N(C(C)C)CC)(C)C. Product: [NH2:1][C:2]1[CH:10]=[CH:9][C:5]([C:6]([NH:29][C@@H:24]2[CH2:25][CH2:26][N:28]([CH3:27])[CH2:23]2)=[O:8])=[CH:4][C:3]=1[O:11][CH2:12][CH3:13]. The catalyst class is: 3. (9) Reactant: [N+:1]([C:4]1[CH:5]=[C:6]2[C:10](=[CH:11][CH:12]=1)[NH:9][N:8]=[CH:7]2)([O-:3])=[O:2].[CH3:13][C:14]([CH3:17])([O-])[CH3:15].[K+].BrCC(C)C.C(OCC)(=O)C. Product: [CH2:13]([N:9]1[C:10]2[C:6](=[CH:5][C:4]([N+:1]([O-:3])=[O:2])=[CH:12][CH:11]=2)[CH:7]=[N:8]1)[CH:14]([CH3:17])[CH3:15]. The catalyst class is: 395. (10) Reactant: Br[C:2]1[CH:7]=[CH:6][C:5]([S:8]([NH:11][CH2:12][CH2:13][CH3:14])(=[O:10])=[O:9])=[C:4]([C:15]([F:18])([F:17])[F:16])[CH:3]=1.[C:19]([C:21]1[N:25]([CH3:26])[C:24](B(O)O)=[CH:23][CH:22]=1)#[N:20].[F-].[K+].C(P(C(C)(C)C)C(C)(C)C)(C)(C)C. Product: [C:19]([C:21]1[N:25]([CH3:26])[C:24]([C:2]2[CH:7]=[CH:6][C:5]([S:8]([NH:11][CH2:12][CH2:13][CH3:14])(=[O:10])=[O:9])=[C:4]([C:15]([F:18])([F:17])[F:16])[CH:3]=2)=[CH:23][CH:22]=1)#[N:20]. The catalyst class is: 110.